From a dataset of Catalyst prediction with 721,799 reactions and 888 catalyst types from USPTO. Predict which catalyst facilitates the given reaction. (1) Product: [F:6][C:7]([F:21])([F:22])[C:8]1[CH:9]=[CH:10][C:11]([NH:14][C@H:15]([CH2:19][CH3:20])[CH2:16][C:17]([NH2:18])=[O:2])=[CH:12][CH:13]=1. Reactant: S(=O)(=O)(O)[OH:2].[F:6][C:7]([F:22])([F:21])[C:8]1[CH:13]=[CH:12][C:11]([NH:14][C@H:15]([CH2:19][CH3:20])[CH2:16][C:17]#[N:18])=[CH:10][CH:9]=1. The catalyst class is: 11. (2) Reactant: [O:1]=[S:2]1(=[O:38])[C:6]2[CH:7]=[CH:8][C:9]([C:11]3[CH:12]=[C:13]([C:18]4[C:19]([C:31]5[CH:36]=[CH:35][CH:34]=[C:33]([CH3:37])[N:32]=5)=[N:20][N:21](COCC[Si](C)(C)C)[CH:22]=4)[CH:14]=[CH:15][C:16]=3[F:17])=[CH:10][C:5]=2[CH:4]=[CH:3]1. Product: [O:38]=[S:2]1(=[O:1])[C:6]2[CH:7]=[CH:8][C:9]([C:11]3[CH:12]=[C:13]([C:18]4[C:19]([C:31]5[CH:36]=[CH:35][CH:34]=[C:33]([CH3:37])[N:32]=5)=[N:20][NH:21][CH:22]=4)[CH:14]=[CH:15][C:16]=3[F:17])=[CH:10][C:5]=2[CH2:4][CH2:3]1. The catalyst class is: 349. (3) Reactant: [Li+].[OH-].[NH2:3][C@H:4]([C:12]([O:14][C:15]([CH3:18])([CH3:17])[CH3:16])=[O:13])[CH2:5][C:6]1[CH:11]=[CH:10][CH:9]=[CH:8][CH:7]=1.[CH2:19](Br)[C:20]#[CH:21]. Product: [C:15]([O:14][C:12](=[O:13])[C@H:4]([CH2:5][C:6]1[CH:11]=[CH:10][CH:9]=[CH:8][CH:7]=1)[NH:3][CH2:21][C:20]#[CH:19])([CH3:18])([CH3:17])[CH3:16]. The catalyst class is: 575. (4) Reactant: [CH3:1][N:2]1[CH2:7][CH2:6][N:5]([CH3:8])[CH:4]([C:9]2[CH:14]=[CH:13][C:12]([NH2:15])=[CH:11][CH:10]=2)[C:3]1=[O:16].Br[C:18]1[C:19](=[O:26])[N:20]([CH3:25])[CH:21]=[C:22]([Br:24])[N:23]=1.C(N(CC)CC)C. Product: [Br:24][C:22]1[N:23]=[C:18]([NH:15][C:12]2[CH:13]=[CH:14][C:9]([C@H:4]3[C:3](=[O:16])[N:2]([CH3:1])[CH2:7][CH2:6][N:5]3[CH3:8])=[CH:10][CH:11]=2)[C:19](=[O:26])[N:20]([CH3:25])[CH:21]=1. The catalyst class is: 41.